From a dataset of Reaction yield outcomes from USPTO patents with 853,638 reactions. Predict the reaction yield, written as a fraction of the theoretical maximum amount of product (1.0 means a 100% yield; for example, 0.34 means a 34% yield). (1) The reactants are C([O:8][C:9]1[CH:27]=[CH:26][C:12]([CH2:13][C:14]2[CH:18]=[C:17]([C:19]3[C:20]([NH2:25])=[N:21][CH:22]=[CH:23][CH:24]=3)[O:16][N:15]=2)=[CH:11][CH:10]=1)C1C=CC=CC=1.FC(F)(F)C(O)=O.C1(SC)C=CC=CC=1.C(=O)([O-])O.[Na+]. The catalyst is C(OCC)(=O)C. The product is [NH2:25][C:20]1[C:19]([C:17]2[O:16][N:15]=[C:14]([CH2:13][C:12]3[CH:26]=[CH:27][C:9]([OH:8])=[CH:10][CH:11]=3)[CH:18]=2)=[CH:24][CH:23]=[CH:22][N:21]=1. The yield is 1.00. (2) The reactants are [BH4-].[Li+].[I:3][C:4]1[C:12]2[CH:11]=[N:10][CH:9]=[N:8][C:7]=2[N:6]([C:13]([CH3:19])([CH3:18])[C:14](OC)=[O:15])[CH:5]=1.O. The catalyst is C(O)C. The product is [I:3][C:4]1[C:12]2[CH:11]=[N:10][CH:9]=[N:8][C:7]=2[N:6]([C:13]([CH3:19])([CH3:18])[CH2:14][OH:15])[CH:5]=1. The yield is 1.00. (3) The reactants are [F:1][C:2]1[CH:3]=[C:4]([C:9]2[CH:10]=[C:11]([CH2:20]OS(C)(=O)=O)[C:12](=[O:19])[N:13]([CH2:15][CH:16]([CH3:18])[CH3:17])[N:14]=2)[CH:5]=[CH:6][C:7]=1[F:8].[CH3:26][N:27]1[CH2:32][CH2:31][NH:30][CH2:29][CH2:28]1. No catalyst specified. The product is [F:1][C:2]1[CH:3]=[C:4]([C:9]2[CH:10]=[C:11]([CH2:20][N:30]3[CH2:31][CH2:32][N:27]([CH3:26])[CH2:28][CH2:29]3)[C:12](=[O:19])[N:13]([CH2:15][CH:16]([CH3:18])[CH3:17])[N:14]=2)[CH:5]=[CH:6][C:7]=1[F:8]. The yield is 0.791. (4) The reactants are Cl.Cl.[CH2:3]([O:10][NH:11][C@H:12]1[CH2:17][NH:16][C@H:15]([C:18]([O:20][CH3:21])=[O:19])[CH2:14][CH2:13]1)[C:4]1[CH:9]=[CH:8][CH:7]=[CH:6][CH:5]=1.C(=O)([O-])[O-].[K+].[K+]. The catalyst is C(OCC)(=O)C. The product is [CH2:3]([O:10][NH:11][C@H:12]1[CH2:17][NH:16][C@H:15]([C:18]([O:20][CH3:21])=[O:19])[CH2:14][CH2:13]1)[C:4]1[CH:5]=[CH:6][CH:7]=[CH:8][CH:9]=1. The yield is 0.940. (5) The reactants are [NH2:1][C:2]1[CH:3]=[C:4]([CH:10]=[CH:11][CH:12]=1)[C:5]([O:7][CH2:8][CH3:9])=[O:6].[C:13]1(B(O)O)[CH:18]=[CH:17][CH:16]=[CH:15][CH:14]=1.N1C=CC=CC=1. The catalyst is ClCCl.C([O-])(=O)C.[Cu+2].C([O-])(=O)C. The product is [C:13]1([NH:1][C:2]2[CH:3]=[C:4]([CH:10]=[CH:11][CH:12]=2)[C:5]([O:7][CH2:8][CH3:9])=[O:6])[CH:18]=[CH:17][CH:16]=[CH:15][CH:14]=1. The yield is 0.870. (6) The reactants are Br[C:2]1[CH:7]=[C:6]([CH2:8][NH:9][C:10]2[CH:28]=[CH:27][CH:26]=[CH:25][C:11]=2[C:12]([NH:14][C:15]2[CH:16]=[CH:17][C:18]3[C:22]([CH:23]=2)=[N:21][N:20]([CH3:24])[CH:19]=3)=[O:13])[CH:5]=[CH:4][N:3]=1.[CH3:29][N:30]([CH3:34])[C:31]([NH2:33])=[O:32].CN(C=O)C.C(=O)([O-])[O-].[Cs+].[Cs+]. The catalyst is O1CCOCC1.C1C=CC(/C=C/C(/C=C/C2C=CC=CC=2)=O)=CC=1.C1C=CC(/C=C/C(/C=C/C2C=CC=CC=2)=O)=CC=1.C1C=CC(/C=C/C(/C=C/C2C=CC=CC=2)=O)=CC=1.[Pd].[Pd].CC1(C)C2C(=C(P(C3C=CC=CC=3)C3C=CC=CC=3)C=CC=2)OC2C(P(C3C=CC=CC=3)C3C=CC=CC=3)=CC=CC1=2. The yield is 0.710. The product is [CH3:29][N:30]([CH3:34])[C:31](=[O:32])[NH:33][C:2]1[CH:7]=[C:6]([CH2:8][NH:9][C:10]2[CH:28]=[CH:27][CH:26]=[CH:25][C:11]=2[C:12]([NH:14][C:15]2[CH:16]=[CH:17][C:18]3[C:22]([CH:23]=2)=[N:21][N:20]([CH3:24])[CH:19]=3)=[O:13])[CH:5]=[CH:4][N:3]=1. (7) The reactants are Br[CH2:2][CH:3]=[C:4]([CH3:6])[CH3:5].[C:7]1(=[O:17])[NH:11][C:10](=[O:12])[C:9]2=[CH:13][CH:14]=[CH:15][CH:16]=[C:8]12. The catalyst is CN(C=O)C. The product is [CH3:5][C:4]([CH3:6])=[CH:3][CH2:2][N:11]1[C:7](=[O:17])[C:8]2[C:9](=[CH:13][CH:14]=[CH:15][CH:16]=2)[C:10]1=[O:12]. The yield is 0.630. (8) The reactants are [NH2:1][C:2]1[C:10]([Cl:11])=[C:9]([O:12][CH3:13])[CH:8]=[CH:7][C:3]=1[C:4]([OH:6])=[O:5].[C:14]([O-])([O-])=O.[K+].[K+].CI.C(O)(=O)CC(CC(O)=O)(C(O)=O)O. The catalyst is CN(C=O)C. The product is [CH3:14][O:5][C:4](=[O:6])[C:3]1[CH:7]=[CH:8][C:9]([O:12][CH3:13])=[C:10]([Cl:11])[C:2]=1[NH2:1]. The yield is 0.500. (9) The reactants are [Cl:1][C:2]1[C:3]([C:22]([F:25])([F:24])[F:23])=[CH:4][C:5]2[N:9]=[C:8]([CH2:10][CH3:11])[N:7]([C:12]3[CH:17]=[CH:16][C:15]([CH2:18][CH2:19][OH:20])=[CH:14][CH:13]=3)[C:6]=2[CH:21]=1.Cl[C:27]([O:29][C:30]1[CH:35]=[CH:34][CH:33]=[CH:32][CH:31]=1)=[O:28]. The catalyst is ClCCl.N1C=CC=CC=1. The product is [C:27](=[O:28])([O:29][C:30]1[CH:35]=[CH:34][CH:33]=[CH:32][CH:31]=1)[O:20][CH2:19][CH2:18][C:15]1[CH:14]=[CH:13][C:12]([N:7]2[C:6]3[CH:21]=[C:2]([Cl:1])[C:3]([C:22]([F:23])([F:25])[F:24])=[CH:4][C:5]=3[N:9]=[C:8]2[CH2:10][CH3:11])=[CH:17][CH:16]=1. The yield is 0.820. (10) The reactants are [CH3:1][O:2][C:3]([C:5]1[CH:13]=[C:12]2[C:8]([C:9]([CH3:14])=[N:10][NH:11]2)=[CH:7][CH:6]=1)=[O:4].[H-].[Na+].[Cl:17][C:18]1[CH:25]=[C:24]([Cl:26])[CH:23]=[CH:22][C:19]=1[CH2:20]Cl. The catalyst is CN(C)C=O. The product is [Cl:17][C:18]1[CH:25]=[C:24]([Cl:26])[CH:23]=[CH:22][C:19]=1[CH2:20][N:11]1[C:12]2[C:8](=[CH:7][CH:6]=[C:5]([C:3]([O:2][CH3:1])=[O:4])[CH:13]=2)[C:9]([CH3:14])=[N:10]1. The yield is 0.740.